This data is from Full USPTO retrosynthesis dataset with 1.9M reactions from patents (1976-2016). The task is: Predict the reactants needed to synthesize the given product. (1) Given the product [CH2:1]([C@@:5]1([C:21]([OH:23])=[O:22])[CH2:9][C@H:8]([C:10]2[N:14]=[C:13]([CH3:15])[O:12][N:11]=2)[C@H:7]([C:16]2[S:17][CH:18]=[CH:19][CH:20]=2)[N:6]1[C:33](=[O:34])[C:32]1[CH:36]=[CH:37][C:38]([C:39]([CH3:40])([CH3:41])[CH3:42])=[C:30]([O:29][CH3:28])[CH:31]=1)[CH:2]([CH3:3])[CH3:4], predict the reactants needed to synthesize it. The reactants are: [CH2:1]([C@@:5]1([C:21]([O:23]C(C)(C)C)=[O:22])[CH2:9][C@H:8]([C:10]2[N:14]=[C:13]([CH3:15])[O:12][N:11]=2)[C@H:7]([C:16]2[S:17][CH:18]=[CH:19][CH:20]=2)[NH:6]1)[CH:2]([CH3:4])[CH3:3].[CH3:28][O:29][C:30]1[CH:31]=[C:32]([CH:36]=[CH:37][C:38]=1[C:39]([CH3:42])([CH3:41])[CH3:40])[C:33](Cl)=[O:34].FC(F)(F)C(O)=O. (2) Given the product [C:1]([CH2:3][NH:4][C:5](=[O:33])[CH:6]([O:11][CH:12]([C:13]1[CH:18]=[CH:17][C:16]([C:19]([N:21]2[CH2:22][CH2:23][N:24]([S:35]([CH3:34])(=[O:37])=[O:36])[CH2:25][CH2:26]2)=[O:20])=[CH:15][CH:14]=1)[C:27]1[CH:32]=[CH:31][CH:30]=[CH:29][CH:28]=1)[CH2:7][CH:8]([CH3:10])[CH3:9])#[N:2], predict the reactants needed to synthesize it. The reactants are: [C:1]([CH2:3][NH:4][C:5](=[O:33])[CH:6]([O:11][CH:12]([C:27]1[CH:32]=[CH:31][CH:30]=[CH:29][CH:28]=1)[C:13]1[CH:18]=[CH:17][C:16]([C:19]([N:21]2[CH2:26][CH2:25][NH:24][CH2:23][CH2:22]2)=[O:20])=[CH:15][CH:14]=1)[CH2:7][CH:8]([CH3:10])[CH3:9])#[N:2].[CH3:34][S:35](Cl)(=[O:37])=[O:36].C(=O)([O-])[O-].[Cs+].[Cs+]. (3) Given the product [CH3:22][C:12]1[CH:17]=[CH:16][C:15]([S:18]([O:11][CH:8]([C:3]2[CH:4]=[CH:5][CH:6]=[CH:7][C:2]=2[Cl:1])[C:9]#[N:10])(=[O:20])=[O:19])=[CH:14][CH:13]=1, predict the reactants needed to synthesize it. The reactants are: [Cl:1][C:2]1[CH:7]=[CH:6][CH:5]=[CH:4][C:3]=1[CH:8]([OH:11])[C:9]#[N:10].[C:12]1([CH3:22])[CH:17]=[CH:16][C:15]([S:18](Cl)(=[O:20])=[O:19])=[CH:14][CH:13]=1.[OH-].[Na+]. (4) Given the product [CH:1]1([NH:4][C:5](=[O:35])[C:6]2[CH:11]=[C:10]([N:12]3[CH:17]=[CH:16][N:15]=[C:14]([NH:18][C:19]([CH3:20])([C:22]4[CH:27]=[CH:26][CH:25]=[CH:24][C:23]=4[S:28][CH2:29][CH2:30][NH:38][CH3:36])[CH3:21])[C:13]3=[O:32])[C:9]([CH3:33])=[C:8]([F:34])[CH:7]=2)[CH2:3][CH2:2]1, predict the reactants needed to synthesize it. The reactants are: [CH:1]1([NH:4][C:5](=[O:35])[C:6]2[CH:11]=[C:10]([N:12]3[CH:17]=[CH:16][N:15]=[C:14]([NH:18][C:19]([C:22]4[CH:27]=[CH:26][CH:25]=[CH:24][C:23]=4[S:28][CH2:29][CH2:30]O)([CH3:21])[CH3:20])[C:13]3=[O:32])[C:9]([CH3:33])=[C:8]([F:34])[CH:7]=2)[CH2:3][CH2:2]1.[CH2:36]([N:38](CC)CC)C.CS(Cl)(=O)=O.CN. (5) Given the product [Cl:1][C:2]1[C:3]([CH3:24])=[C:4]([CH2:8][N:9]2[C:10]3[N:11]=[C:12]([N:18]4[CH2:19][CH2:20][O:21][CH2:22][CH2:23]4)[S:13][C:14]=3[C:15](=[O:16])[N:17]=[C:33]2[CH2:32][S:25][C:26]2[CH:31]=[CH:30][CH:29]=[CH:28][CH:27]=2)[CH:5]=[CH:6][CH:7]=1, predict the reactants needed to synthesize it. The reactants are: [Cl:1][C:2]1[C:3]([CH3:24])=[C:4]([CH2:8][NH:9][C:10]2[N:11]=[C:12]([N:18]3[CH2:23][CH2:22][O:21][CH2:20][CH2:19]3)[S:13][C:14]=2[C:15]([NH2:17])=[O:16])[CH:5]=[CH:6][CH:7]=1.[S:25]([CH2:32][C:33](Cl)=O)[C:26]1[CH:31]=[CH:30][CH:29]=[CH:28][CH:27]=1. (6) Given the product [OH:28][C:27]([CH3:30])([CH3:29])[CH2:26][N:2]1[CH2:7][CH2:6][CH:5]([CH2:8][O:9][C:10]2[CH:15]=[CH:14][C:13]([C:16]3[N:17]=[CH:18][C:19]([C:22]([O:24][CH3:25])=[O:23])=[N:20][CH:21]=3)=[CH:12][CH:11]=2)[CH2:4][CH2:3]1, predict the reactants needed to synthesize it. The reactants are: Cl.[NH:2]1[CH2:7][CH2:6][CH:5]([CH2:8][O:9][C:10]2[CH:15]=[CH:14][C:13]([C:16]3[N:17]=[CH:18][C:19]([C:22]([O:24][CH3:25])=[O:23])=[N:20][CH:21]=3)=[CH:12][CH:11]=2)[CH2:4][CH2:3]1.[CH3:26][C:27]1([CH3:30])[CH2:29][O:28]1.C([O-])([O-])=O.[K+].[K+].O. (7) Given the product [Cl:1][C:2]1[C:29]([CH3:30])=[CH:28][C:5]([O:6][CH2:7][CH2:8][CH2:9][C:10]2[C:18]3[C:13](=[C:14]([C:19]4[C:20]([CH2:26][O:27][C:32]5[CH:37]=[CH:36][CH:35]=[CH:34][CH:33]=5)=[N:21][N:22]([CH3:25])[C:23]=4[CH3:24])[CH:15]=[CH:16][CH:17]=3)[NH:12][CH:11]=2)=[CH:4][C:3]=1[CH3:31], predict the reactants needed to synthesize it. The reactants are: [Cl:1][C:2]1[C:29]([CH3:30])=[CH:28][C:5]([O:6][CH2:7][CH2:8][CH2:9][C:10]2[C:18]3[C:13](=[C:14]([C:19]4[C:20]([CH2:26][OH:27])=[N:21][N:22]([CH3:25])[C:23]=4[CH3:24])[CH:15]=[CH:16][CH:17]=3)[NH:12][CH:11]=2)=[CH:4][C:3]=1[CH3:31].[C:32]1(O)[CH:37]=[CH:36][CH:35]=[CH:34][CH:33]=1.C1(P(C2C=CC=CC=2)C2C=CC=CC=2)C=CC=CC=1.